Predict the reactants needed to synthesize the given product. From a dataset of Full USPTO retrosynthesis dataset with 1.9M reactions from patents (1976-2016). (1) Given the product [CH3:14][N:12]([CH2:11][CH:8]1[CH2:9][CH2:10][C:5](=[O:4])[CH2:6][CH2:7]1)[CH3:13], predict the reactants needed to synthesize it. The reactants are: O1[C:5]2([CH2:10][CH2:9][CH:8]([CH2:11][N:12]([CH3:14])[CH3:13])[CH2:7][CH2:6]2)[O:4]CC1.Cl. (2) Given the product [C:36]([CH:37]=[CH:38][C:2]1[C:3]([O:12][CH3:13])=[N:4][CH:5]=[C:6]([CH:11]=1)[C:7]([O:9][CH3:10])=[O:8])#[N:39], predict the reactants needed to synthesize it. The reactants are: Br[C:2]1[C:3]([O:12][CH3:13])=[N:4][CH:5]=[C:6]([CH:11]=1)[C:7]([O:9][CH3:10])=[O:8].C1(C)C=CC=CC=1P(C1C=CC=CC=1C)C1C=CC=CC=1C.[C:36](#[N:39])[CH:37]=[CH2:38].[Cl-].[NH4+]. (3) Given the product [N:39]1([CH:36]2[CH2:37][CH2:38][N:33]([C:3](=[O:28])[CH:4]([N:13]([C:21]([O:23][C:24]([CH3:25])([CH3:27])[CH3:26])=[O:22])[C:14]([O:16][C:17]([CH3:19])([CH3:20])[CH3:18])=[O:15])[CH2:5][N:6]3[CH2:7][CH2:8][CH:9]([OH:12])[CH2:10][CH2:11]3)[CH2:34][CH2:35]2)[CH2:44][CH2:43][CH2:42][CH2:41][CH2:40]1, predict the reactants needed to synthesize it. The reactants are: CO[C:3](=[O:28])[CH:4]([N:13]([C:21]([O:23][C:24]([CH3:27])([CH3:26])[CH3:25])=[O:22])[C:14]([O:16][C:17]([CH3:20])([CH3:19])[CH3:18])=[O:15])[CH2:5][N:6]1[CH2:11][CH2:10][CH:9]([OH:12])[CH2:8][CH2:7]1.O.[OH-].[Li+].Cl.[NH:33]1[CH2:38][CH2:37][CH:36]([N:39]2[CH2:44][CH2:43][CH2:42][CH2:41][CH2:40]2)[CH2:35][CH2:34]1.C(N(CC)CC)C.[PH2](Cl)=O. (4) Given the product [CH2:8]([N:20]1[C:21](=[O:22])[C:16]([N:10]2[CH2:15][CH2:14][O:13][CH2:12][CH2:11]2)=[C:17]2[C:25](=[O:26])[N:24]([CH2:27][CH2:28][C:29]3[CH:38]=[CH:37][C:36]4[C:31](=[CH:32][CH:33]=[CH:34][CH:35]=4)[N:30]=3)[CH2:23][C:18]2=[CH:19]1)[CH3:9], predict the reactants needed to synthesize it. The reactants are: C(=O)([O-])[O-].[K+].[K+].I[CH2:8][CH3:9].[N:10]1([C:16]2[C:21](=[O:22])[NH:20][CH:19]=[C:18]3[CH2:23][N:24]([CH2:27][CH2:28][C:29]4[CH:38]=[CH:37][C:36]5[C:31](=[CH:32][CH:33]=[CH:34][CH:35]=5)[N:30]=4)[C:25](=[O:26])[C:17]=23)[CH2:15][CH2:14][O:13][CH2:12][CH2:11]1. (5) The reactants are: CO[C:3](=[O:13])[C:4]1[C:9]([Cl:10])=[CH:8][CH:7]=[CH:6][C:5]=1[CH2:11]Br.[Cl:14][C:15]1[CH:20]=[CH:19][C:18]([CH:21]([NH2:23])[CH3:22])=[CH:17][CH:16]=1.C([O-])([O-])=O.[K+].[K+].C(OCC)(=O)C. Given the product [Cl:10][C:9]1[CH:8]=[CH:7][CH:6]=[C:5]2[C:4]=1[C:3](=[O:13])[N:23]([CH:21]([C:18]1[CH:19]=[CH:20][C:15]([Cl:14])=[CH:16][CH:17]=1)[CH3:22])[CH2:11]2, predict the reactants needed to synthesize it. (6) Given the product [CH3:1][O:2][C:3]([C:4]1[CH:9]=[C:8]([C:19]2[CH:20]=[C:21]([C:23](=[O:26])[NH:24][CH3:25])[CH:22]=[C:17]([F:16])[CH:18]=2)[CH:7]=[CH:6][C:5]=1[O:11][CH:12]([CH3:14])[CH3:13])=[O:15], predict the reactants needed to synthesize it. The reactants are: [CH3:1][O:2][C:3](=[O:15])[C:4]1[CH:9]=[C:8](I)[CH:7]=[CH:6][C:5]=1[O:11][CH:12]([CH3:14])[CH3:13].[F:16][C:17]1[CH:18]=[C:19](B(O)O)[CH:20]=[C:21]([C:23](=[O:26])[NH:24][CH3:25])[CH:22]=1.C(=O)([O-])[O-].[Na+].[Na+]. (7) Given the product [N+:8]([C:7]1[CH:6]=[CH:5][C:4]([C:21]2[CH:22]=[CH:23][N:18]=[CH:19][CH:20]=2)=[N:3][C:2]=1[NH2:1])([O-:10])=[O:9], predict the reactants needed to synthesize it. The reactants are: [NH2:1][C:2]1[C:7]([N+:8]([O-:10])=[O:9])=[CH:6][CH:5]=[C:4](Cl)[N:3]=1.C([O-])([O-])=O.[Na+].[Na+].[N:18]1[CH:23]=[CH:22][C:21](B(O)O)=[CH:20][CH:19]=1. (8) The reactants are: [C:1]([O:4][C@@H:5]1[C@@H:12]([O:13][C:14](=[O:16])[CH3:15])[C@H:11]([O:17][C:18](=[O:20])[CH3:19])[C:8]2([CH2:10][CH2:9]2)[O:7][C@H:6]1[C:21]1[CH:26]=[CH:25][C:24]([Cl:27])=[C:23]([CH2:28][C:29]2[CH:30]=[CH:31][C:32]3[O:37][CH2:36][C:35](=O)[NH:34][C:33]=3[CH:39]=2)[CH:22]=1)(=[O:3])[CH3:2].B.C1COCC1. Given the product [C:1]([O:4][C@@H:5]1[C@@H:12]([O:13][C:14](=[O:16])[CH3:15])[C@H:11]([O:17][C:18](=[O:20])[CH3:19])[C:8]2([CH2:10][CH2:9]2)[O:7][C@H:6]1[C:21]1[CH:26]=[CH:25][C:24]([Cl:27])=[C:23]([CH2:28][C:29]2[CH:30]=[CH:31][C:32]3[O:37][CH2:36][CH2:35][NH:34][C:33]=3[CH:39]=2)[CH:22]=1)(=[O:3])[CH3:2], predict the reactants needed to synthesize it.